From a dataset of NCI-60 drug combinations with 297,098 pairs across 59 cell lines. Regression. Given two drug SMILES strings and cell line genomic features, predict the synergy score measuring deviation from expected non-interaction effect. Drug 2: N.N.Cl[Pt+2]Cl. Drug 1: CC12CCC3C(C1CCC2O)C(CC4=C3C=CC(=C4)O)CCCCCCCCCS(=O)CCCC(C(F)(F)F)(F)F. Synergy scores: CSS=31.0, Synergy_ZIP=-8.16, Synergy_Bliss=0.996, Synergy_Loewe=-5.87, Synergy_HSA=-2.50. Cell line: SN12C.